Dataset: Reaction yield outcomes from USPTO patents with 853,638 reactions. Task: Predict the reaction yield, written as a fraction of the theoretical maximum amount of product (1.0 means a 100% yield; for example, 0.34 means a 34% yield). (1) The reactants are Cl[C:2]1[C:7]([N+:8]([O-:10])=[O:9])=[CH:6][N:5]=[C:4]2[N:11]([S:14]([C:17]3[CH:22]=[CH:21][CH:20]=[CH:19][CH:18]=3)(=[O:16])=[O:15])[CH:12]=[CH:13][C:3]=12.[NH:23]1[CH2:28][CH2:27][CH2:26][C@H:25]([NH:29][C:30](=[O:36])[O:31][C:32]([CH3:35])([CH3:34])[CH3:33])[CH2:24]1.CCN(C(C)C)C(C)C. The catalyst is C(O)CCC. The product is [N+:8]([C:7]1[C:2]([N:23]2[CH2:28][CH2:27][CH2:26][C@H:25]([NH:29][C:30](=[O:36])[O:31][C:32]([CH3:34])([CH3:33])[CH3:35])[CH2:24]2)=[C:3]2[CH:13]=[CH:12][N:11]([S:14]([C:17]3[CH:22]=[CH:21][CH:20]=[CH:19][CH:18]=3)(=[O:16])=[O:15])[C:4]2=[N:5][CH:6]=1)([O-:10])=[O:9]. The yield is 0.680. (2) The reactants are Cl.[Cl:2][C:3]1[CH:4]=[C:5]([N:9]2[C:13]([CH2:14][NH2:15])=[CH:12][C:11]([C:16]([F:19])([F:18])[F:17])=[N:10]2)[CH:6]=[CH:7][CH:8]=1.[OH:20][CH2:21][CH:22]([C:25]1[CH:30]=[CH:29][C:28]([NH:31][C:32](=O)[O:33]C2C=CC=CC=2)=[CH:27][C:26]=1[F:41])[CH2:23][OH:24]. The product is [Cl:2][C:3]1[CH:4]=[C:5]([N:9]2[C:13]([CH2:14][NH:15][C:32]([NH:31][C:28]3[CH:29]=[CH:30][C:25]([CH:22]([CH2:21][OH:20])[CH2:23][OH:24])=[C:26]([F:41])[CH:27]=3)=[O:33])=[CH:12][C:11]([C:16]([F:17])([F:18])[F:19])=[N:10]2)[CH:6]=[CH:7][CH:8]=1. The yield is 0.360. The catalyst is CN(C=O)C.O. (3) The reactants are C([O:3][C:4]([C:6]1[CH:10]=[C:9]([C:11]2[CH:16]=[CH:15][N:14]=[C:13]([NH:17][C:18]3[CH:23]=[CH:22][C:21]([N:24]4[CH2:29][CH2:28][N:27]([CH3:30])[CH2:26][CH2:25]4)=[CH:20][C:19]=3[O:31][CH3:32])[N:12]=2)[N:8]([CH3:33])[CH:7]=1)=[O:5])C.[OH-].[K+].[CH2:36](O)C. No catalyst specified. The product is [CH3:32][O:31][C:19]1[CH:20]=[C:21]([N:24]2[CH2:25][CH2:26][N:27]([CH3:30])[CH2:28][CH2:29]2)[CH:22]=[CH:23][C:18]=1[NH:17][C:13]1[N:12]=[C:11]([C:9]2[N:8]([CH2:33][CH3:36])[CH:7]=[C:6]([C:4]([OH:3])=[O:5])[CH:10]=2)[CH:16]=[CH:15][N:14]=1. The yield is 1.00. (4) The reactants are C1C=CC(P(C2C=CC=CC=2)C2C=CC=CC=2)=CC=1.II.CCN(C(C)C)C(C)C.[Si:31]([O:38][C@@H:39]1[C@@H:43]([CH2:44][O:45][Si:46]([C:49]([CH3:52])([CH3:51])[CH3:50])([CH3:48])[CH3:47])[O:42][C@@H:41]([N:53]2[C:62]3[N:61]=[CH:60][N:59]=[C:57]([OH:58])[C:56]=3[N:55]=[CH:54]2)[CH2:40]1)([C:34]([CH3:37])([CH3:36])[CH3:35])([CH3:33])[CH3:32].[CH:63]1[CH:64]=[CH:65][C:66]2[N:71](O)[N:70]=[N:69][C:67]=2[CH:68]=1. The catalyst is C(Cl)Cl. The product is [N:69]1([O:58][C:57]2[C:56]3[N:55]=[CH:54][N:53]([C:62]=3[N:61]=[CH:60][N:59]=2)[C@@H:41]2[O:42][C@H:43]([CH2:44][O:45][Si:46]([C:49]([CH3:50])([CH3:51])[CH3:52])([CH3:47])[CH3:48])[C@@H:39]([O:38][Si:31]([C:34]([CH3:36])([CH3:37])[CH3:35])([CH3:33])[CH3:32])[CH2:40]2)[C:67]2[CH:68]=[CH:63][CH:64]=[CH:65][C:66]=2[N:71]=[N:70]1. The yield is 0.930. (5) The reactants are C[O:2][C:3](=[O:22])[C:4]([NH:14][C:15]([O:17][C:18]([CH3:21])([CH3:20])[CH3:19])=[O:16])([C:8]1[CH:13]=[CH:12][CH:11]=[CH:10][CH:9]=1)[CH2:5][CH:6]=[O:7].[Li+].[OH-].Cl. The catalyst is C1COCC1. The product is [C:18]([O:17][C:15](=[O:16])[NH:14][C:4]1([C:8]2[CH:13]=[CH:12][CH:11]=[CH:10][CH:9]=2)[CH2:5][CH:6]([OH:7])[O:2][C:3]1=[O:22])([CH3:21])([CH3:20])[CH3:19]. The yield is 0.956. (6) The reactants are CC(O[C:6]([NH:8][C@@H](CC1C=CC(C2N=C3C(C)=CC=CN3C=2)=CC=1)CCC(OC(C)(C)C)=O)=O)(C)C.FC(F)(F)C(O)=O.C([SiH](CC)CC)C.C(NC(C)C)(C)C.Cl[C:58]1[CH:59]=[C:60]([CH:75]=[CH:76][C:77]=1[O:78][CH:79]([CH3:81])[CH3:80])[C:61]([O:63][C:64]1C(F)=C(F)C(F)=C(F)C=1F)=[O:62]. The catalyst is C(Cl)Cl. The product is [C:6]([C:58]1[CH:59]=[C:60]([CH:75]=[CH:76][C:77]=1[O:78][CH:79]([CH3:80])[CH3:81])[C:61]([O:63][CH3:64])=[O:62])#[N:8]. The yield is 0.610. (7) The reactants are II.F[C:4](F)(F)[C:5]([O:7][C:8]1[C:13]([F:14])=[C:12]([F:15])[C:11]([F:16])=[C:10]([F:17])[C:9]=1[F:18])=[O:6].[CH:38]1[CH:39]=[CH:34]C(P([C:34]2[CH:39]=[CH:38][CH:37]=[CH:36]C=2)[C:38]2[CH:39]=[CH:34]C=[CH:36][CH:37]=2)=[CH:36][CH:37]=1.[NH:40]1[CH:44]=CN=C1. The catalyst is C(#N)C.C(OCC)C. The product is [C:44]([C:39]1[CH:34]=[C:4]([CH:36]=[CH:37][C:38]=1[O:7][CH:8]([CH3:13])[CH3:9])[C:5]([O:7][C:8]1[C:13]([F:14])=[C:12]([F:15])[C:11]([F:16])=[C:10]([F:17])[C:9]=1[F:18])=[O:6])#[N:40]. The yield is 0.920. (8) The reactants are [CH2:1]([O:3][C:4]([CH2:6][N:7]1[CH:16]=[C:15]([C:17]([OH:19])=O)[C:14]2[N:13]=[C:12]3[C:20]([CH3:24])=[CH:21][CH:22]=[CH:23][C:11]3=[CH:10][C:9]=2[C:8]1=[O:25])=[O:5])[CH3:2].[CH:26]1[N:30]=[CH:29][N:28]([C:31](N2C=NC=C2)=O)[CH:27]=1. The catalyst is C(#N)C. The product is [CH3:29][N:28]([CH3:31])[CH2:27][CH2:26][NH:30][C:17]([C:15]1[C:14]2[N:13]=[C:12]3[C:20]([CH3:24])=[CH:21][CH:22]=[CH:23][C:11]3=[CH:10][C:9]=2[C:8](=[O:25])[N:7]([CH2:6][C:4]([O:3][CH2:1][CH3:2])=[O:5])[CH:16]=1)=[O:19]. The yield is 0.790. (9) The reactants are [F:1][C:2]1[CH:3]=[CH:4][C:5]([N+:15]([O-])=O)=[C:6]([NH:8][C:9]2[CH:14]=[N:13][CH:12]=[CH:11][N:10]=2)[CH:7]=1. The catalyst is [Pd]. The product is [F:1][C:2]1[CH:7]=[C:6]([NH:8][C:9]2[CH:14]=[N:13][CH:12]=[CH:11][N:10]=2)[C:5]([NH2:15])=[CH:4][CH:3]=1. The yield is 0.440.